This data is from Catalyst prediction with 721,799 reactions and 888 catalyst types from USPTO. The task is: Predict which catalyst facilitates the given reaction. (1) Reactant: [Br:1][C:2]1[S:6][C:5]([C:7]([OH:9])=O)=[CH:4][CH:3]=1.Cl.Cl.[CH3:12][CH:13]1[CH:18]([NH2:19])[CH:17]2[CH2:20][CH2:21][N:14]1[CH2:15][CH2:16]2.CN(C(ON1N=NC2C=CC=NC1=2)=[N+](C)C)C.F[P-](F)(F)(F)(F)F.CCN(C(C)C)C(C)C.C([O-])(O)=O.[Na+]. Product: [Br:1][C:2]1[S:6][C:5]([C:7]([NH:19][CH:18]2[CH:17]3[CH2:20][CH2:21][N:14]([CH2:15][CH2:16]3)[CH:13]2[CH3:12])=[O:9])=[CH:4][CH:3]=1. The catalyst class is: 210. (2) Reactant: [Cl:1][C:2]1[N:10](CC=C)[C:9]2[C:8](=[O:14])[N:7]([CH2:15][CH2:16][CH2:17][C:18]3[CH:19]=[N:20][NH:21][CH:22]=3)[C:6](=[O:23])[N:5]([CH2:24][CH2:25][CH2:26][CH2:27][CH3:28])[C:4]=2[N:3]=1.CC(C)([O-])C.[K+].[Cl:35][C:36]1[S:37][C:38]([CH2:41]Cl)=[CH:39][CH:40]=1. Product: [Cl:1][C:2]1[NH:10][C:9]2[C:8](=[O:14])[N:7]([CH2:15][CH2:16][CH2:17][C:18]3[CH:22]=[N:21][N:20]([CH2:41][C:38]4[S:37][C:36]([Cl:35])=[CH:40][CH:39]=4)[CH:19]=3)[C:6](=[O:23])[N:5]([CH2:24][CH2:25][CH2:26][CH2:27][CH3:28])[C:4]=2[N:3]=1. The catalyst class is: 1. (3) Reactant: C(N(CC)CC)C.[C:8]([NH2:17])([C:11]1[CH:16]=[CH:15][CH:14]=[CH:13][CH:12]=1)([CH3:10])[CH3:9].[CH3:18][S:19][C:20]1[S:21][CH:22]=[C:23]([C:25](Cl)=[O:26])[N:24]=1. Product: [CH3:9][C:8]([NH:17][C:25]([C:23]1[N:24]=[C:20]([S:19][CH3:18])[S:21][CH:22]=1)=[O:26])([C:11]1[CH:16]=[CH:15][CH:14]=[CH:13][CH:12]=1)[CH3:10]. The catalyst class is: 1.